This data is from Forward reaction prediction with 1.9M reactions from USPTO patents (1976-2016). The task is: Predict the product of the given reaction. (1) Given the reactants [C:1]([C:3]1[CH:4]([C:19]2[CH:24]=[CH:23][C:22]([CH3:25])=[CH:21][CH:20]=2)[C:5]([C:15]([O:17][CH3:18])=[O:16])=[C:6]([CH2:13][CH3:14])[NH:7][C:8]=1[CH2:9][CH:10]([CH3:12])[CH3:11])#[N:2].[N+]([O-])([O-])=O.[NH4+].[Ce], predict the reaction product. The product is: [C:1]([C:3]1[C:8]([CH2:9][CH:10]([CH3:11])[CH3:12])=[N:7][C:6]([CH2:13][CH3:14])=[C:5]([C:4]=1[C:19]1[CH:20]=[CH:21][C:22]([CH3:25])=[CH:23][CH:24]=1)[C:15]([O:17][CH3:18])=[O:16])#[N:2]. (2) Given the reactants [C:1]([O:5][C:6]([NH:8][CH2:9][C:10]1[CH:15]=[CH:14][C:13]([CH2:16][C:17]([OH:19])=O)=[CH:12][CH:11]=1)=[O:7])([CH3:4])([CH3:3])[CH3:2].C(N(CC)CC)C.C(Cl)CCl.C1C=CC2N(O)N=NC=2C=1.Cl.[CH3:42][C@@H:43]([NH2:48])[C:44]([F:47])([F:46])[F:45], predict the reaction product. The product is: [C:1]([O:5][C:6]([NH:8][CH2:9][C:10]1[CH:11]=[CH:12][C:13]([CH2:16][C:17](=[O:19])[NH:48][C@H:43]([CH3:42])[C:44]([F:47])([F:46])[F:45])=[CH:14][CH:15]=1)=[O:7])([CH3:2])([CH3:3])[CH3:4]. (3) Given the reactants [OH-:1].[K+].[Br:3][C:4]1[CH:5]=[C:6]2[C:10](=[CH:11][CH:12]=1)[NH:9][C:8](=[O:13])[C:7]2=O.[F:15][C:16]([F:28])([F:27])[C:17]1[CH:18]=[C:19]([C:23](=O)[CH2:24][CH3:25])[CH:20]=[CH:21][CH:22]=1, predict the reaction product. The product is: [Br:3][C:4]1[CH:5]=[C:6]2[C:10](=[CH:11][CH:12]=1)[N:9]=[C:23]([C:19]1[CH:20]=[CH:21][CH:22]=[C:17]([C:16]([F:15])([F:27])[F:28])[CH:18]=1)[C:24]([CH3:25])=[C:7]2[C:8]([OH:13])=[O:1]. (4) Given the reactants I[C:2]1[CH:7]=[CH:6][C:5]([C:8]2[N:12]=[C:11]([C:13]3[CH:17]=[C:16]([CH3:18])[N:15]([CH2:19][C:20]4[CH:25]=[CH:24][C:23]([CH3:26])=[CH:22][CH:21]=4)[N:14]=3)[O:10][N:9]=2)=[CH:4][CH:3]=1.[NH:27]1[CH2:31][CH2:30][CH2:29][C:28]1=[O:32].P([O-])([O-])([O-])=O.[K+].[K+].[K+].CNCCNC, predict the reaction product. The product is: [CH3:18][C:16]1[N:15]([CH2:19][C:20]2[CH:25]=[CH:24][C:23]([CH3:26])=[CH:22][CH:21]=2)[N:14]=[C:13]([C:11]2[O:10][N:9]=[C:8]([C:5]3[CH:6]=[CH:7][C:2]([N:27]4[CH2:31][CH2:30][CH2:29][C:28]4=[O:32])=[CH:3][CH:4]=3)[N:12]=2)[CH:17]=1.